From a dataset of Reaction yield outcomes from USPTO patents with 853,638 reactions. Predict the reaction yield, written as a fraction of the theoretical maximum amount of product (1.0 means a 100% yield; for example, 0.34 means a 34% yield). (1) The reactants are [F:1][C:2]1[CH:7]=[CH:6][CH:5]=[C:4]([F:8])[C:3]=1[N:9]1[C:14]2[N:15]=[C:16]([N:29]3[CH2:34][CH2:33][CH:32]([N:35]4[CH2:40][CH2:39][CH:38]([CH3:41])[CH2:37][CH2:36]4)[CH2:31][CH2:30]3)[N:17]=[C:18]([C:19]3[CH:20]=[C:21]([CH:25]=[CH:26][C:27]=3[CH3:28])[C:22](O)=[O:23])[C:13]=2[CH:12]=[CH:11][C:10]1=[O:42].CN(C(ON1N=NC2C=CC=CC1=2)=[N+](C)C)C.F[P-](F)(F)(F)(F)F.C(N(CC)CC)C.[CH3:74][C:75]([CH3:79])([CH3:78])[CH2:76][NH2:77]. The catalyst is CN(C=O)C. The product is [F:1][C:2]1[CH:7]=[CH:6][CH:5]=[C:4]([F:8])[C:3]=1[N:9]1[C:14]2[N:15]=[C:16]([N:29]3[CH2:30][CH2:31][CH:32]([N:35]4[CH2:36][CH2:37][CH:38]([CH3:41])[CH2:39][CH2:40]4)[CH2:33][CH2:34]3)[N:17]=[C:18]([C:19]3[CH:20]=[C:21]([CH:25]=[CH:26][C:27]=3[CH3:28])[C:22]([NH:77][CH2:76][C:75]([CH3:79])([CH3:78])[CH3:74])=[O:23])[C:13]=2[CH:12]=[CH:11][C:10]1=[O:42]. The yield is 0.500. (2) The reactants are [CH2:1]([O:3][C:4]1[CH:9]=[CH:8][NH:7][C:6](=[O:10])[C:5]=1[C:11]([O:13][CH2:14][CH3:15])=[O:12])[CH3:2].[F:16][C:17]1[CH:22]=[CH:21][C:20](B(O)O)=[CH:19][CH:18]=1.N1C=CC=CC=1. The yield is 0.950. The product is [CH2:1]([O:3][C:4]1[CH:9]=[CH:8][N:7]([C:20]2[CH:21]=[CH:22][C:17]([F:16])=[CH:18][CH:19]=2)[C:6](=[O:10])[C:5]=1[C:11]([O:13][CH2:14][CH3:15])=[O:12])[CH3:2]. The catalyst is C(Cl)Cl. (3) The reactants are [NH:1]1[C:9]2[C:4](=[CH:5][CH:6]=[CH:7][CH:8]=2)[C:3]([CH2:10][C@H:11]([NH:15][C:16](=[O:29])[CH2:17][CH2:18][CH2:19][C:20]2[C:28]3[C:23](=[CH:24][CH:25]=[CH:26][CH:27]=3)[NH:22][CH:21]=2)[C:12](O)=[O:13])=[CH:2]1.ON1C(=O)CCC1=O.[NH2:38][CH2:39][CH2:40][CH2:41][CH2:42][CH2:43][C:44]([OH:46])=O.C([O-])(O)=O.[Na+].Cl.[CH2:53]([O:60][NH2:61])[C:54]1[CH:59]=[CH:58][CH:57]=[CH:56][CH:55]=1.C(N(CC)CC)C. The catalyst is C(#N)C.O.O1CCCC1. The product is [CH2:53]([O:60][NH:61][C:44](=[O:46])[CH2:43][CH2:42][CH2:41][CH2:40][CH2:39][NH:38][C:12](=[O:13])[C@@H:11]([NH:15][C:16](=[O:29])[CH2:17][CH2:18][CH2:19][C:20]1[C:28]2[C:23](=[CH:24][CH:25]=[CH:26][CH:27]=2)[NH:22][CH:21]=1)[CH2:10][C:3]1[C:4]2[C:9](=[CH:8][CH:7]=[CH:6][CH:5]=2)[NH:1][CH:2]=1)[C:54]1[CH:59]=[CH:58][CH:57]=[CH:56][CH:55]=1. The yield is 0.530. (4) The reactants are [CH3:1][O:2][C:3]1[C:4]2[N:11]=[C:10]([NH2:12])[S:9][C:5]=2[N:6]=[CH:7][N:8]=1.N1C=CC=CC=1.ClC(Cl)(OC(=O)OC(Cl)(Cl)Cl)Cl.[C:31]([O:35][C:36]([NH:38][CH2:39][CH2:40][NH:41][C:42](=O)[OH:43])=[O:37])([CH3:34])([CH3:33])[CH3:32].Cl. The catalyst is O1CCCC1. The product is [C:31]([O:35][C:36](=[O:37])[NH:38][CH2:39][CH2:40][NH:41][C:42]([NH:12][C:10]1[S:9][C:5]2[N:6]=[CH:7][N:8]=[C:3]([O:2][CH3:1])[C:4]=2[N:11]=1)=[O:43])([CH3:34])([CH3:32])[CH3:33]. The yield is 0.368. (5) The reactants are [NH2:1][C@@H:2]([CH2:6][C:7]1[CH:12]=[CH:11][CH:10]=[CH:9][CH:8]=1)[C:3]([NH2:5])=O.[H-].[Al+3].[Li+].[H-].[H-].[H-]. The catalyst is O1CCCC1. The product is [C:7]1([CH2:6][C@H:2]([NH2:1])[CH2:3][NH2:5])[CH:12]=[CH:11][CH:10]=[CH:9][CH:8]=1. The yield is 0.970. (6) The catalyst is CO. The reactants are [O:1]([C:8]1[CH:13]=[CH:12][C:11]([CH:14]=[CH:15][C:16]([NH:18][C@H:19]([C:30]([O:32]C)=[O:31])[CH2:20][C:21]2[C:29]3[C:24](=[CH:25][CH:26]=[CH:27][CH:28]=3)[NH:23][CH:22]=2)=[O:17])=[CH:10][CH:9]=1)[C:2]1[CH:7]=[CH:6][CH:5]=[CH:4][CH:3]=1.[OH-].[Na+]. The product is [O:1]([C:8]1[CH:9]=[CH:10][C:11]([CH:14]=[CH:15][C:16]([NH:18][C@H:19]([C:30]([OH:32])=[O:31])[CH2:20][C:21]2[C:29]3[C:24](=[CH:25][CH:26]=[CH:27][CH:28]=3)[NH:23][CH:22]=2)=[O:17])=[CH:12][CH:13]=1)[C:2]1[CH:7]=[CH:6][CH:5]=[CH:4][CH:3]=1. The yield is 0.890. (7) The reactants are C(OC([NH:8][C:9]1[O:17][C:16]2[C:11](=[N:12][CH:13]=[C:14]([CH:18]3[CH2:23][CH2:22][O:21][CH2:20][CH2:19]3)[CH:15]=2)[C:10]=1[C:24]([NH:26][C:27]1[CH:28]=[N:29][N:30]([CH3:50])[C:31]=1[N:32]1[CH2:37][C@H:36]([C:38]([F:41])([F:40])[F:39])[CH2:35][C@H:34]([NH:42]C(=O)OC(C)(C)C)[CH2:33]1)=[O:25])=O)(C)(C)C.C(O)(C(F)(F)F)=O. The catalyst is C(Cl)Cl. The product is [NH2:8][C:9]1[O:17][C:16]2[C:11](=[N:12][CH:13]=[C:14]([CH:18]3[CH2:23][CH2:22][O:21][CH2:20][CH2:19]3)[CH:15]=2)[C:10]=1[C:24]([NH:26][C:27]1[CH:28]=[N:29][N:30]([CH3:50])[C:31]=1[N:32]1[CH2:37][C@H:36]([C:38]([F:40])([F:41])[F:39])[CH2:35][C@H:34]([NH2:42])[CH2:33]1)=[O:25]. The yield is 0.430. (8) The reactants are [NH2:1][C:2]1[CH:7]=[CH:6][C:5]([CH:8]=[C:9]([C:15]#[N:16])[C:10]([O:12][CH2:13][CH3:14])=[O:11])=[CH:4][CH:3]=1.[C:17](=[O:20])(O)[O-].[Na+].[Cl:22][C:23]1[N:28]=[C:27](Cl)[N:26]=[C:25]([C:30]2[CH:35]=[CH:34][C:33](OC)=[CH:32][CH:31]=2)[N:24]=1. The catalyst is CC(C)=O. The product is [Cl:22][C:23]1[N:24]=[C:25]([C:30]2[CH:35]=[CH:34][CH:33]=[CH:32][C:31]=2[O:20][CH3:17])[N:26]=[C:27]([NH:1][C:2]2[CH:3]=[CH:4][C:5]([CH:8]=[C:9]([C:15]#[N:16])[C:10]([O:12][CH2:13][CH3:14])=[O:11])=[CH:6][CH:7]=2)[N:28]=1. The yield is 0.940. (9) The reactants are [N+:1]([C:4]1[CH:9]=[CH:8][C:7]([NH2:10])=[C:6]([C:11]([F:14])([F:13])[F:12])[CH:5]=1)([O-:3])=[O:2].[Cl:15]N1C(=O)CCC1=O.C(OCC)(=O)C. The yield is 0.750. The product is [Cl:15][C:8]1[CH:9]=[C:4]([N+:1]([O-:3])=[O:2])[CH:5]=[C:6]([C:11]([F:12])([F:13])[F:14])[C:7]=1[NH2:10]. The catalyst is C(#N)C.